This data is from TCR-epitope binding with 47,182 pairs between 192 epitopes and 23,139 TCRs. The task is: Binary Classification. Given a T-cell receptor sequence (or CDR3 region) and an epitope sequence, predict whether binding occurs between them. (1) The epitope is IQYIDIGNY. The TCR CDR3 sequence is CASGQGNYEQYF. Result: 1 (the TCR binds to the epitope). (2) The TCR CDR3 sequence is CASSLIGQLWEEDTQYF. Result: 1 (the TCR binds to the epitope). The epitope is FTISVTTEIL. (3) The epitope is GTSGSPIIDK. The TCR CDR3 sequence is CASSQVSTFTYEQYF. Result: 0 (the TCR does not bind to the epitope). (4) The epitope is CTELKLSDY. The TCR CDR3 sequence is CASSGRGSTNEKLFF. Result: 0 (the TCR does not bind to the epitope).